From a dataset of Forward reaction prediction with 1.9M reactions from USPTO patents (1976-2016). Predict the product of the given reaction. (1) Given the reactants [CH3:1]C([O-])(C)C.[K+].C([Si](C)(C)[O:12][C:13]1[CH:14]=[C:15]([C:23](=O)[CH3:24])[CH:16]=[C:17]([C:19]([F:22])([F:21])[F:20])[CH:18]=1)(C)(C)C.CCCC[N+](CCCC)(CCCC)CCCC.[F-].[Cl-].[NH4+], predict the reaction product. The product is: [C:23]([C:15]1[CH:14]=[C:13]([OH:12])[CH:18]=[C:17]([C:19]([F:20])([F:21])[F:22])[CH:16]=1)([CH3:24])=[CH2:1]. (2) Given the reactants [Br:1][C:2]1[C:3]([O:23][CH3:24])=[C:4]([CH:10]([N:12]2[C:16]3=[N:17][CH:18]=[N:19][C:20]([NH2:21])=[C:15]3[C:14](I)=[N:13]2)[CH3:11])[CH:5]=[C:6]([Cl:9])[C:7]=1[CH3:8].C(=O)([O-])[O-].[Na+].[Na+].O1CCO[CH2:33][CH2:32]1, predict the reaction product. The product is: [Br:1][C:2]1[C:3]([O:23][CH3:24])=[C:4]([CH:10]([N:12]2[C:16]3=[N:17][CH:18]=[N:19][C:20]([NH2:21])=[C:15]3[C:14]([CH:32]=[CH2:33])=[N:13]2)[CH3:11])[CH:5]=[C:6]([Cl:9])[C:7]=1[CH3:8].